This data is from Forward reaction prediction with 1.9M reactions from USPTO patents (1976-2016). The task is: Predict the product of the given reaction. (1) Given the reactants COC(=O)CO[C:6]1[N:11]=[C:10]2[S:12][C:13]([C:16](=[O:18])[NH2:17])=[C:14]([NH2:15])[C:9]2=[C:8](C)[CH:7]=1.[N+:21]([C:24]1[CH:30]=[CH:29][C:27]([NH2:28])=[CH:26][CH:25]=1)([O-:23])=[O:22], predict the reaction product. The product is: [NH2:15][C:14]1[C:9]2[C:10](=[N:11][CH:6]=[CH:7][C:8]=2[NH:28][C:27]2[CH:29]=[CH:30][C:24]([N+:21]([O-:23])=[O:22])=[CH:25][CH:26]=2)[S:12][C:13]=1[C:16]([NH2:17])=[O:18]. (2) Given the reactants OC[C:3]1([C:10]2[CH:15]=[N:14]C=CN=2)[CH2:8][CH2:7][C:6](=O)[CH2:5][CH2:4]1.[CH:16]1(N)CC1.[BH-](OC(C)=O)(OC(C)=O)OC(C)=O.[Na+].C([O-])(O)=O.[Na+], predict the reaction product. The product is: [CH2:16]1[C@@H:15]([NH2:14])[C@@H:10]1[C:3]1[CH:4]=[CH:5][CH:6]=[CH:7][CH:8]=1. (3) Given the reactants [CH3:1][O:2][C:3]1[CH:4]=[C:5]([NH2:13])[C:6]2[CH:7]=[CH:8][N:9]=[CH:10][C:11]=2[CH:12]=1.[F:14][C:15]([F:27])([F:26])[C:16]1[CH:25]=[CH:24][C:19]([CH2:20][N:21]=[C:22]=[O:23])=[CH:18][CH:17]=1, predict the reaction product. The product is: [CH3:1][O:2][C:3]1[CH:12]=[C:11]2[C:6]([CH:7]=[CH:8][N:9]=[CH:10]2)=[C:5]([NH:13][C:22]([NH:21][CH2:20][C:19]2[CH:18]=[CH:17][C:16]([C:15]([F:14])([F:27])[F:26])=[CH:25][CH:24]=2)=[O:23])[CH:4]=1. (4) Given the reactants [CH3:1][N:2]([C:20]1[CH:25]=[CH:24][CH:23]=[CH:22][N:21]=1)[CH2:3][CH2:4][O:5][C:6]1[CH:11]=[CH:10][C:9]([CH2:12][CH:13]2[S:17][C:16](=[O:18])[NH:15][C:14]2=[O:19])=[CH:8][CH:7]=1.[P:26]([O-:30])([O-:29])([O-:28])=[O:27], predict the reaction product. The product is: [P:26]([OH:30])([OH:29])([OH:28])=[O:27].[CH3:1][N:2]([C:20]1[CH:25]=[CH:24][CH:23]=[CH:22][N:21]=1)[CH2:3][CH2:4][O:5][C:6]1[CH:7]=[CH:8][C:9]([CH2:12][CH:13]2[S:17][C:16](=[O:18])[NH:15][C:14]2=[O:19])=[CH:10][CH:11]=1. (5) Given the reactants [CH3:1][C:2]1[CH:3]=[CH:4][C:5]2[O:9][C:8](S)=[N:7][C:6]=2[CH:11]=1.P(Cl)(Cl)([Cl:14])=O.P(Cl)(Cl)(Cl)(Cl)Cl, predict the reaction product. The product is: [Cl:14][C:8]1[O:9][C:5]2[CH:4]=[CH:3][C:2]([CH3:1])=[CH:11][C:6]=2[N:7]=1. (6) Given the reactants Cl[C:2]1[C:3]2[S:23][CH2:22][CH2:21][C:4]=2[N:5]=[C:6]([N:8]2[CH2:13][CH2:12][N:11]([C:14]3[CH:19]=[CH:18][C:17]([Cl:20])=[CH:16][CH:15]=3)[CH2:10][CH2:9]2)[N:7]=1.[N-:24]=[N+:25]=[N-:26].[Na+], predict the reaction product. The product is: [N:24]([C:2]1[C:3]2[S:23][CH2:22][CH2:21][C:4]=2[N:5]=[C:6]([N:8]2[CH2:13][CH2:12][N:11]([C:14]3[CH:19]=[CH:18][C:17]([Cl:20])=[CH:16][CH:15]=3)[CH2:10][CH2:9]2)[N:7]=1)=[N+:25]=[N-:26]. (7) Given the reactants [Br:1]N1C(=O)CCC1=O.[N:9]1[CH:14]=[CH:13][C:12]([N:15]2[C:23]3[C:18](=[CH:19][CH:20]=[C:21]([N:24]4[CH2:29][CH2:28][N:27]([C:30]([O:32][C:33]([CH3:36])([CH3:35])[CH3:34])=[O:31])[CH2:26][CH2:25]4)[CH:22]=3)[CH:17]=[CH:16]2)=[CH:11][CH:10]=1.N1C=CC=CC=1, predict the reaction product. The product is: [Br:1][C:17]1[C:18]2[C:23](=[CH:22][C:21]([N:24]3[CH2:25][CH2:26][N:27]([C:30]([O:32][C:33]([CH3:36])([CH3:35])[CH3:34])=[O:31])[CH2:28][CH2:29]3)=[CH:20][CH:19]=2)[N:15]([C:12]2[CH:11]=[CH:10][N:9]=[CH:14][CH:13]=2)[CH:16]=1. (8) Given the reactants Br[C:2]1[CH:11]=[C:10]2[C:5]([CH:6]=[C:7]([N:13]3[CH2:18][CH2:17][N:16]([C:19]([O:21][C:22]([CH3:25])([CH3:24])[CH3:23])=[O:20])[CH2:15][CH2:14]3)[C:8](=[O:12])[O:9]2)=[CH:4][CH:3]=1.[CH3:26][C:27]1[N:28]=[C:29]2[CH:34]=[CH:33][C:32](B(O)O)=[CH:31][N:30]2[CH:38]=1.C([O-])([O-])=O.[K+].[K+], predict the reaction product. The product is: [CH3:26][C:27]1[N:28]=[C:29]2[CH:34]=[CH:33][C:32]([C:2]3[CH:11]=[C:10]4[C:5]([CH:6]=[C:7]([N:13]5[CH2:14][CH2:15][N:16]([C:19]([O:21][C:22]([CH3:23])([CH3:25])[CH3:24])=[O:20])[CH2:17][CH2:18]5)[C:8](=[O:12])[O:9]4)=[CH:4][CH:3]=3)=[CH:31][N:30]2[CH:38]=1. (9) Given the reactants [Br:1][C:2]1[C:3]([F:25])=[CH:4][C:5]2[CH:11]3[CH2:12][CH:9]([CH2:10]3)[N:8]3[C:13]([C:19]4([OH:23])[CH2:22][NH:21][CH2:20]4)=[C:14]([C:16]([NH2:18])=[O:17])[N:15]=[C:7]3[C:6]=2[CH:24]=1.[CH:26]1([C:29](O)=[O:30])[CH2:28][CH2:27]1, predict the reaction product. The product is: [Br:1][C:2]1[C:3]([F:25])=[CH:4][C:5]2[CH:11]3[CH2:12][CH:9]([CH2:10]3)[N:8]3[C:13]([C:19]4([OH:23])[CH2:20][N:21]([C:29]([CH:26]5[CH2:28][CH2:27]5)=[O:30])[CH2:22]4)=[C:14]([C:16]([NH2:18])=[O:17])[N:15]=[C:7]3[C:6]=2[CH:24]=1.